From a dataset of NCI-60 drug combinations with 297,098 pairs across 59 cell lines. Regression. Given two drug SMILES strings and cell line genomic features, predict the synergy score measuring deviation from expected non-interaction effect. (1) Drug 1: CN(C)C1=NC(=NC(=N1)N(C)C)N(C)C. Drug 2: CC=C1C(=O)NC(C(=O)OC2CC(=O)NC(C(=O)NC(CSSCCC=C2)C(=O)N1)C(C)C)C(C)C. Cell line: BT-549. Synergy scores: CSS=37.0, Synergy_ZIP=12.9, Synergy_Bliss=13.6, Synergy_Loewe=-38.5, Synergy_HSA=9.51. (2) Drug 1: CC1=C(C=C(C=C1)NC2=NC=CC(=N2)N(C)C3=CC4=NN(C(=C4C=C3)C)C)S(=O)(=O)N.Cl. Drug 2: C1C(C(OC1N2C=C(C(=O)NC2=O)F)CO)O. Cell line: M14. Synergy scores: CSS=6.73, Synergy_ZIP=-3.45, Synergy_Bliss=-4.71, Synergy_Loewe=-33.4, Synergy_HSA=-7.43.